This data is from Full USPTO retrosynthesis dataset with 1.9M reactions from patents (1976-2016). The task is: Predict the reactants needed to synthesize the given product. (1) Given the product [OH:13][C:14]1[CH:23]=[CH:22][CH:21]=[C:20]2[C:15]=1[CH:16]=[CH:17][CH:18]=[C:19]2[C:1]1[O:2][C:3]2[CH:9]=[C:8]([OH:10])[CH:7]=[CH:6][C:4]=2[N:5]=1, predict the reactants needed to synthesize it. The reactants are: [CH3:1][O:2][C:3]1[CH:9]=[C:8]([O:10]C)[CH:7]=[CH:6][C:4]=1[NH2:5].C[O:13][C:14]1[CH:23]=[CH:22][CH:21]=[C:20]2[C:15]=1[CH:16]=[CH:17][CH:18]=[C:19]2C(O)=O. (2) Given the product [Cl:1][C:2]1[CH:26]=[CH:25][C:5]([O:6][C:7]2[CH:8]=[CH:9][C:10]([CH:13]3[C:18]4=[N:19][S:20](=[O:24])(=[O:23])[CH2:21][CH2:22][N:17]4[CH2:16][CH2:15][CH2:14]3)=[CH:11][CH:12]=2)=[CH:4][C:3]=1[O:27][CH3:28], predict the reactants needed to synthesize it. The reactants are: [Cl:1][C:2]1[CH:26]=[CH:25][C:5]([O:6][C:7]2[CH:12]=[CH:11][C:10]([C:13]3[C:18]4=[N:19][S:20](=[O:24])(=[O:23])[CH2:21][CH2:22][N:17]4[CH:16]=[CH:15][CH:14]=3)=[CH:9][CH:8]=2)=[CH:4][C:3]=1[O:27][CH3:28]. (3) The reactants are: [CH2:1]([O:8][C@H:9]1[C@@:13]([CH2:16][O:17][C:18]([C:35]2[CH:40]=[CH:39][CH:38]=[CH:37][CH:36]=2)([C:27]2[CH:32]=[CH:31][C:30]([O:33][CH3:34])=[CH:29][CH:28]=2)[C:19]2[CH:24]=[CH:23][C:22]([O:25][CH3:26])=[CH:21][CH:20]=2)([CH2:14][OH:15])[O:12][C@@H:11]([N:41]2[CH:49]=[C:47]([CH3:48])[C:45](=[O:46])[NH:44][C:42]2=[O:43])[C@@H:10]1[OH:50])[C:2]1[CH:7]=[CH:6][CH:5]=[CH:4][CH:3]=1.[C:51]1([CH3:61])[CH:56]=[CH:55][C:54]([S:57](Cl)(=[O:59])=[O:58])=[CH:53][CH:52]=1. Given the product [CH2:1]([O:8][C@H:9]1[C@@:13]([CH2:16][O:17][C:18]([C:35]2[CH:36]=[CH:37][CH:38]=[CH:39][CH:40]=2)([C:27]2[CH:32]=[CH:31][C:30]([O:33][CH3:34])=[CH:29][CH:28]=2)[C:19]2[CH:24]=[CH:23][C:22]([O:25][CH3:26])=[CH:21][CH:20]=2)([CH2:14][O:15][S:57]([C:54]2[CH:55]=[CH:56][C:51]([CH3:61])=[CH:52][CH:53]=2)(=[O:59])=[O:58])[O:12][C@@H:11]([N:41]2[CH:49]=[C:47]([CH3:48])[C:45](=[O:46])[NH:44][C:42]2=[O:43])[C@@H:10]1[O:50][S:57]([C:54]1[CH:55]=[CH:56][C:51]([CH3:61])=[CH:52][CH:53]=1)(=[O:59])=[O:58])[C:2]1[CH:3]=[CH:4][CH:5]=[CH:6][CH:7]=1, predict the reactants needed to synthesize it. (4) Given the product [CH2:20]([O:22][C:23](=[O:27])[C:24]([NH:8][C:5]1[CH:6]=[CH:7][C:2]([Br:1])=[CH:3][C:4]=1[C:9]([F:10])([F:11])[F:12])=[O:25])[CH3:21], predict the reactants needed to synthesize it. The reactants are: [Br:1][C:2]1[CH:7]=[CH:6][C:5]([NH2:8])=[C:4]([C:9]([F:12])([F:11])[F:10])[CH:3]=1.C(N(CC)CC)C.[CH2:20]([O:22][C:23](=[O:27])[C:24](Cl)=[O:25])[CH3:21]. (5) Given the product [Cl:34][C:35]1[CH:36]=[C:37]([CH:54]=[CH:55][CH:56]=1)[CH2:38][NH:39][C:40]1[N:53]=[C:43]2[C:44]([O:51][CH3:52])=[CH:45][C:46]([C:48]([N:65]3[CH2:64][C:61]4([CH2:63][CH2:62]4)[NH:60][C:59](=[O:66])[CH:58]3[CH3:57])=[O:50])=[CH:47][N:42]2[N:41]=1, predict the reactants needed to synthesize it. The reactants are: C(N(CC)C(C)C)(C)C.CN(C(ON1N=NC2C=CC=NC1=2)=[N+](C)C)C.F[P-](F)(F)(F)(F)F.[Cl:34][C:35]1[CH:36]=[C:37]([CH:54]=[CH:55][CH:56]=1)[CH2:38][NH:39][C:40]1[N:53]=[C:43]2[C:44]([O:51][CH3:52])=[CH:45][C:46]([C:48]([OH:50])=O)=[CH:47][N:42]2[N:41]=1.[CH3:57][CH:58]1[NH:65][CH2:64][C:61]2([CH2:63][CH2:62]2)[NH:60][C:59]1=[O:66]. (6) Given the product [O:18]1[C:14]2[CH:22]=[CH:21][CH:20]=[CH:19][C:15]=2[CH:16]=[N:17]1, predict the reactants needed to synthesize it. The reactants are: CCOC(/N=N/C(OCC)=O)=O.O[C:14]1[CH:22]=[CH:21][CH:20]=[CH:19][C:15]=1/[CH:16]=[N:17]/[OH:18].C1(P(C2C=CC=CC=2)C2C=CC=CC=2)C=CC=CC=1. (7) Given the product [CH3:1][O:2][C:3]1[CH:4]=[CH:5][C:6]2[S:10][C:9]([C:23]3[CH:33]=[CH:32][C:26]([C:27]([O:29][CH2:30][CH3:31])=[O:28])=[CH:25][CH:24]=3)=[CH:8][C:7]=2[CH:14]=1, predict the reactants needed to synthesize it. The reactants are: [CH3:1][O:2][C:3]1[CH:4]=[CH:5][C:6]2[S:10][C:9](B(O)O)=[CH:8][C:7]=2[CH:14]=1.C1(C)C=CC=CC=1.I[C:23]1[CH:33]=[CH:32][C:26]([C:27]([O:29][CH2:30][CH3:31])=[O:28])=[CH:25][CH:24]=1.C(=O)([O-])[O-].[Na+].[Na+]. (8) Given the product [C:1]([O:5][C:6](=[O:28])[NH:7][C@H:8]1[CH2:14][O:13][C:12]2[CH:15]=[CH:16][C:17]([C:19]3[N:20]([CH2:21][CH2:22][C:23]#[N:24])[N:47]=[N:46][N:45]=3)=[CH:18][C:11]=2[N:10]([CH3:26])[C:9]1=[O:27])([CH3:4])([CH3:3])[CH3:2], predict the reactants needed to synthesize it. The reactants are: [C:1]([O:5][C:6](=[O:28])[NH:7][C@H:8]1[CH2:14][O:13][C:12]2[CH:15]=[CH:16][C:17]([C:19](=O)[NH:20][CH2:21][CH2:22][C:23]#[N:24])=[CH:18][C:11]=2[N:10]([CH3:26])[C:9]1=[O:27])([CH3:4])([CH3:3])[CH3:2].N1C=CC=CC=1.P(Cl)(Cl)(Cl)(Cl)Cl.[Si]([N:45]=[N+:46]=[N-:47])(C)(C)C.